Dataset: Full USPTO retrosynthesis dataset with 1.9M reactions from patents (1976-2016). Task: Predict the reactants needed to synthesize the given product. (1) Given the product [CH2:11]([N:18]1[CH2:19][CH2:20][CH:21]([CH2:24][C:25]([C:27]2[CH:32]=[CH:31][CH:30]=[CH:29][C:28]=2[Cl:33])=[O:26])[CH2:22][CH2:23]1)[C:12]1[CH:13]=[CH:14][CH:15]=[CH:16][CH:17]=1, predict the reactants needed to synthesize it. The reactants are: C(Cl)(=O)C(Cl)=O.CS(C)=O.[CH2:11]([N:18]1[CH2:23][CH2:22][CH:21]([CH2:24][CH:25]([C:27]2[CH:32]=[CH:31][CH:30]=[CH:29][C:28]=2[Cl:33])[OH:26])[CH2:20][CH2:19]1)[C:12]1[CH:17]=[CH:16][CH:15]=[CH:14][CH:13]=1.C(N(CC)CC)C. (2) The reactants are: [Cl:1][C:2]1[CH:3]=[C:4]([C:10]2[N:11]=[C:12]3[C:17](=[CH:18][CH:19]=2)[N:16]=[CH:15][C:14]([C:20](=[O:23])[CH2:21][CH3:22])=[C:13]3[NH:24][C:25]2[CH:26]=[CH:27][C:28]([N:31]3[CH2:36][CH2:35][CH2:34][C@H:33]([NH:37]C(=O)OC(C)(C)C)[CH2:32]3)=[N:29][CH:30]=2)[CH:5]=[C:6]([F:9])[C:7]=1[OH:8].C(O)(C(F)(F)F)=O. Given the product [ClH:1].[ClH:1].[ClH:1].[NH2:37][C@H:33]1[CH2:34][CH2:35][CH2:36][N:31]([C:28]2[N:29]=[CH:30][C:25]([NH:24][C:13]3[C:12]4[C:17](=[CH:18][CH:19]=[C:10]([C:4]5[CH:5]=[C:6]([F:9])[C:7]([OH:8])=[C:2]([Cl:1])[CH:3]=5)[N:11]=4)[N:16]=[CH:15][C:14]=3[C:20](=[O:23])[CH2:21][CH3:22])=[CH:26][CH:27]=2)[CH2:32]1, predict the reactants needed to synthesize it. (3) Given the product [Br:22][C:20]1[CH:19]=[CH:18][C:15]2[C:16]3[N:10]([CH2:11][CH2:12][O:13][C:14]=2[CH:21]=1)[CH:9]=[C:8]([C:6]1[N:33]([C:27]2[CH:28]=[CH:29][C:30]([F:32])=[CH:31][C:26]=2[F:25])[N:2]=[C:3]([CH3:4])[N:5]=1)[N:17]=3, predict the reactants needed to synthesize it. The reactants are: C[N:2](C)/[C:3](=[N:5]/[C:6]([C:8]1[N:17]=[C:16]2[N:10]([CH2:11][CH2:12][O:13][C:14]3[CH:21]=[C:20]([Br:22])[CH:19]=[CH:18][C:15]=32)[CH:9]=1)=O)/[CH3:4].Cl.[F:25][C:26]1[CH:31]=[C:30]([F:32])[CH:29]=[CH:28][C:27]=1[NH:33]N. (4) Given the product [CH3:28][NH:27][CH2:26][CH2:25][O:1][C:2]1[CH:3]=[CH:4][C:5]2[C:6]3[N:14]=[C:13]([C:15]4[CH:20]=[CH:19][CH:18]=[CH:17][CH:16]=4)[CH:12]=[C:11]([C:21]([NH2:23])=[O:22])[C:7]=3[NH:8][C:9]=2[CH:10]=1, predict the reactants needed to synthesize it. The reactants are: [OH:1][C:2]1[CH:3]=[CH:4][C:5]2[C:6]3[N:14]=[C:13]([C:15]4[CH:20]=[CH:19][CH:18]=[CH:17][CH:16]=4)[CH:12]=[C:11]([C:21]([NH2:23])=[O:22])[C:7]=3[NH:8][C:9]=2[CH:10]=1.O[CH2:25][CH2:26][N:27](C)[C:28](=O)OC(C)(C)C.Cl. (5) Given the product [Br:1][C:2]1[CH:3]=[C:4]2[C:9]([NH2:10])=[N:12][NH:11][C:5]2=[N:6][CH:7]=1, predict the reactants needed to synthesize it. The reactants are: [Br:1][C:2]1[CH:3]=[C:4]([C:9]#[N:10])[C:5](Cl)=[N:6][CH:7]=1.[NH2:11][NH2:12].